This data is from NCI-60 drug combinations with 297,098 pairs across 59 cell lines. The task is: Regression. Given two drug SMILES strings and cell line genomic features, predict the synergy score measuring deviation from expected non-interaction effect. (1) Drug 1: C1CCC(C1)C(CC#N)N2C=C(C=N2)C3=C4C=CNC4=NC=N3. Synergy scores: CSS=40.1, Synergy_ZIP=2.96, Synergy_Bliss=7.52, Synergy_Loewe=-17.6, Synergy_HSA=8.54. Cell line: MDA-MB-231. Drug 2: CC1=C2C(C(=O)C3(C(CC4C(C3C(C(C2(C)C)(CC1OC(=O)C(C(C5=CC=CC=C5)NC(=O)OC(C)(C)C)O)O)OC(=O)C6=CC=CC=C6)(CO4)OC(=O)C)O)C)O. (2) Drug 1: C1=CN(C(=O)N=C1N)C2C(C(C(O2)CO)O)O.Cl. Drug 2: C1CNP(=O)(OC1)N(CCCl)CCCl. Cell line: HS 578T. Synergy scores: CSS=23.0, Synergy_ZIP=-1.64, Synergy_Bliss=-2.86, Synergy_Loewe=-14.9, Synergy_HSA=-1.80. (3) Drug 1: C1=CC(=CC=C1CCCC(=O)O)N(CCCl)CCCl. Drug 2: CC12CCC3C(C1CCC2OP(=O)(O)O)CCC4=C3C=CC(=C4)OC(=O)N(CCCl)CCCl.[Na+]. Cell line: NCI/ADR-RES. Synergy scores: CSS=4.16, Synergy_ZIP=-7.31, Synergy_Bliss=-6.69, Synergy_Loewe=-16.4, Synergy_HSA=-7.18. (4) Drug 1: C1CCC(C1)C(CC#N)N2C=C(C=N2)C3=C4C=CNC4=NC=N3. Drug 2: C1=NNC2=C1C(=O)NC=N2. Cell line: T-47D. Synergy scores: CSS=-5.92, Synergy_ZIP=4.27, Synergy_Bliss=3.56, Synergy_Loewe=-2.02, Synergy_HSA=-1.76. (5) Drug 1: C1CCN(CC1)CCOC2=CC=C(C=C2)C(=O)C3=C(SC4=C3C=CC(=C4)O)C5=CC=C(C=C5)O. Drug 2: C1CNP(=O)(OC1)N(CCCl)CCCl. Cell line: NCIH23. Synergy scores: CSS=-3.90, Synergy_ZIP=2.21, Synergy_Bliss=-0.984, Synergy_Loewe=-5.39, Synergy_HSA=-5.41. (6) Drug 1: COC1=NC(=NC2=C1N=CN2C3C(C(C(O3)CO)O)O)N. Drug 2: CC1CCC2CC(C(=CC=CC=CC(CC(C(=O)C(C(C(=CC(C(=O)CC(OC(=O)C3CCCCN3C(=O)C(=O)C1(O2)O)C(C)CC4CCC(C(C4)OC)OCCO)C)C)O)OC)C)C)C)OC. Cell line: K-562. Synergy scores: CSS=-13.5, Synergy_ZIP=4.58, Synergy_Bliss=-5.57, Synergy_Loewe=-21.4, Synergy_HSA=-18.2. (7) Drug 1: CC1=C2C(C(=O)C3(C(CC4C(C3C(C(C2(C)C)(CC1OC(=O)C(C(C5=CC=CC=C5)NC(=O)OC(C)(C)C)O)O)OC(=O)C6=CC=CC=C6)(CO4)OC(=O)C)O)C)O. Drug 2: C1CN(P(=O)(OC1)NCCCl)CCCl. Cell line: HOP-92. Synergy scores: CSS=-6.11, Synergy_ZIP=3.19, Synergy_Bliss=-0.301, Synergy_Loewe=-6.08, Synergy_HSA=-5.72.